This data is from Forward reaction prediction with 1.9M reactions from USPTO patents (1976-2016). The task is: Predict the product of the given reaction. (1) Given the reactants [CH3:1][O:2][C:3]1[CH:8]=[CH:7][C:6]([C:9]2[C:17]3[C:12](=[CH:13][CH:14]=[C:15]([NH:18][C:19]([C:21]4[CH:30]=[CH:29][C:24]([C:25]([O:27][CH3:28])=[O:26])=[CH:23][CH:22]=4)=[O:20])[CH:16]=3)[N:11](C3CCCCO3)[N:10]=2)=[CH:5][CH:4]=1.Cl.C(=O)(O)[O-].[Na+], predict the reaction product. The product is: [CH3:1][O:2][C:3]1[CH:4]=[CH:5][C:6]([C:9]2[C:17]3[C:12](=[CH:13][CH:14]=[C:15]([NH:18][C:19]([C:21]4[CH:30]=[CH:29][C:24]([C:25]([O:27][CH3:28])=[O:26])=[CH:23][CH:22]=4)=[O:20])[CH:16]=3)[NH:11][N:10]=2)=[CH:7][CH:8]=1. (2) Given the reactants [CH2:1]([O:8][C@@H:9]1[C@@H:17]([CH2:18][OH:19])[O:16][C@H:15]2[C@H:11]([N:12]=[C:13]([N:20]([CH3:22])[CH3:21])[S:14]2)[C@H:10]1[O:23][CH2:24][C:25]1[CH:30]=[CH:29][CH:28]=[CH:27][CH:26]=1)[C:2]1[CH:7]=[CH:6][CH:5]=[CH:4][CH:3]=1.[CH3:31][S:32](Cl)(=[O:34])=[O:33].C(N(CC)CC)C, predict the reaction product. The product is: [CH3:31][S:32]([O:19][CH2:18][C@H:17]1[O:16][C@H:15]2[C@H:11]([N:12]=[C:13]([N:20]([CH3:22])[CH3:21])[S:14]2)[C@@H:10]([O:23][CH2:24][C:25]2[CH:26]=[CH:27][CH:28]=[CH:29][CH:30]=2)[C@@H:9]1[O:8][CH2:1][C:2]1[CH:3]=[CH:4][CH:5]=[CH:6][CH:7]=1)(=[O:34])=[O:33]. (3) Given the reactants [CH2:1](Br)[C:2]1[CH:7]=[CH:6][CH:5]=[CH:4][CH:3]=1.[H-].[Na+].[Br:11][C:12]1[CH:17]=[CH:16][C:15]([C@H:18]2[CH2:23][NH:22][CH2:21][CH2:20][NH:19]2)=[CH:14][CH:13]=1, predict the reaction product. The product is: [CH2:1]([N:19]1[CH2:20][CH2:21][N:22]([CH2:1][C:2]2[CH:7]=[CH:6][CH:5]=[CH:4][CH:3]=2)[CH2:23][C@@H:18]1[C:15]1[CH:14]=[CH:13][C:12]([Br:11])=[CH:17][CH:16]=1)[C:2]1[CH:7]=[CH:6][CH:5]=[CH:4][CH:3]=1. (4) Given the reactants C1(C(C2C=CC=CC=2)=[N:8][C@H:9]([C:19]([O:21][CH2:22][CH3:23])=[O:20])[CH2:10][C:11]2[CH:16]=[CH:15][CH:14]=[C:13]([O:17][CH3:18])[N:12]=2)C=CC=CC=1.Cl, predict the reaction product. The product is: [CH3:18][O:17][C:13]1[N:12]=[C:11]([CH2:10][C@@H:9]([C:19]([O:21][CH2:22][CH3:23])=[O:20])[NH2:8])[CH:16]=[CH:15][CH:14]=1. (5) Given the reactants [C:1]([S:4][CH2:5][CH:6]([CH2:10][C:11]1[CH:16]=[CH:15][CH:14]=[CH:13][CH:12]=1)[C:7]([OH:9])=O)(=[O:3])[CH3:2].[CH3:17][O:18][C:19](=[O:30])[C@H:20]([CH2:22][C:23]1[CH:28]=[CH:27][C:26]([NH2:29])=[CH:25][CH:24]=1)[NH2:21].CN1CCOCC1.Cl.CN(C)CCCN=C=NCC.OC1C2N=NNC=2C=CC=1, predict the reaction product. The product is: [CH3:17][O:18][C:19](=[O:30])[CH:20]([NH:21][C:7](=[O:9])[CH:6]([CH2:5][S:4][C:1](=[O:3])[CH3:2])[CH2:10][C:11]1[CH:16]=[CH:15][CH:14]=[CH:13][CH:12]=1)[CH2:22][C:23]1[CH:28]=[CH:27][C:26]([NH2:29])=[CH:25][CH:24]=1. (6) Given the reactants CC1(C)[N:6]([C:7]2[S:8][C:9]3[CH:15]=[C:14]([CH2:16][N:17]4[C:21]5[CH:22]=[CH:23][C:24]([O:26][CH2:27][CH2:28][N:29]6[CH2:34][CH2:33][O:32][CH2:31][CH2:30]6)=[CH:25][C:20]=5[N:19]=[CH:18]4)[CH:13]=[CH:12][C:10]=3[N:11]=2)[C@@H:5]2[CH2:35][CH2:36][CH2:37][CH2:38][C@H:4]2[O:3]1.C(N(CC)CC)C, predict the reaction product. The product is: [O:32]1[CH2:31][CH2:30][N:29]([CH2:28][CH2:27][O:26][C:24]2[CH:23]=[CH:22][C:21]3[N:17]([CH2:16][C:14]4[CH:13]=[CH:12][C:10]5[N:11]=[C:7]([NH:6][C@@H:5]6[CH2:35][CH2:36][CH2:37][CH2:38][C@H:4]6[OH:3])[S:8][C:9]=5[CH:15]=4)[CH:18]=[N:19][C:20]=3[CH:25]=2)[CH2:34][CH2:33]1. (7) Given the reactants Cl[C:2]1[CH:3]=[C:4]([C:14]([NH:16][CH2:17][C:18]2[C:19](=[O:26])[NH:20][C:21]([CH3:25])=[CH:22][C:23]=2[CH3:24])=[O:15])[C:5]2[CH:10]=[N:9][N:8]([CH:11]([CH3:13])[CH3:12])[C:6]=2[N:7]=1.C(O)C, predict the reaction product. The product is: [CH3:24][C:23]1[CH:22]=[C:21]([CH3:25])[NH:20][C:19](=[O:26])[C:18]=1[CH2:17][NH:16][C:14]([C:4]1[C:5]2[CH:10]=[N:9][N:8]([CH:11]([CH3:13])[CH3:12])[C:6]=2[N:7]=[CH:2][CH:3]=1)=[O:15]. (8) Given the reactants [F:1][C:2]([F:36])([F:35])[C:3]1[CH:4]=[C:5]([CH:32]=[CH:33][CH:34]=1)[CH2:6][NH:7][C:8](=[O:31])[C:9]1[CH:14]=[CH:13][N:12]=[C:11]([C:15]2[CH:20]=[C:19]([N:21]([CH2:25][CH2:26][CH3:27])[CH2:22][CH2:23][CH3:24])[CH:18]=[CH:17][C:16]=2[N+:28]([O-])=O)[CH:10]=1, predict the reaction product. The product is: [F:35][C:2]([F:1])([F:36])[C:3]1[CH:4]=[C:5]([CH:32]=[CH:33][CH:34]=1)[CH2:6][NH:7][C:8](=[O:31])[C:9]1[CH:14]=[CH:13][N:12]=[C:11]([C:15]2[CH:20]=[C:19]([N:21]([CH2:22][CH2:23][CH3:24])[CH2:25][CH2:26][CH3:27])[CH:18]=[CH:17][C:16]=2[NH2:28])[CH:10]=1.